Dataset: Reaction yield outcomes from USPTO patents with 853,638 reactions. Task: Predict the reaction yield, written as a fraction of the theoretical maximum amount of product (1.0 means a 100% yield; for example, 0.34 means a 34% yield). (1) The reactants are [C:1]1([S:7]([NH:10][C:11]2[CH:12]=[C:13]([CH:17]([OH:39])[CH2:18][NH:19][C:20]([CH3:38])([CH3:37])[CH2:21][CH2:22][N:23]3[C:27]4[CH:28]=[CH:29][C:30]([C:32]([O:34]C)=[O:33])=[CH:31][C:26]=4[NH:25][C:24]3=[O:36])[CH:14]=[CH:15][CH:16]=2)(=[O:9])=[O:8])[CH:6]=[CH:5][CH:4]=[CH:3][CH:2]=1.[OH-].[Li+].[F:42][C:43]([F:48])([F:47])[C:44]([OH:46])=[O:45]. The catalyst is CO. The product is [F:42][C:43]([F:48])([F:47])[C:44]([OH:46])=[O:45].[C:1]1([S:7]([NH:10][C:11]2[CH:12]=[C:13]([CH:17]([OH:39])[CH2:18][NH:19][C:20]([CH3:37])([CH3:38])[CH2:21][CH2:22][N:23]3[C:27]4[CH:28]=[CH:29][C:30]([C:32]([OH:34])=[O:33])=[CH:31][C:26]=4[NH:25][C:24]3=[O:36])[CH:14]=[CH:15][CH:16]=2)(=[O:8])=[O:9])[CH:6]=[CH:5][CH:4]=[CH:3][CH:2]=1. The yield is 0.760. (2) The reactants are [N+:1]([C:4]1[CH:5]=[N:6][C:7]([NH2:10])=[N:8][CH:9]=1)([O-:3])=[O:2].C([O-])([O-])=O.[Cs+].[Cs+].CC1(C)C2C(=C(P(C3C=CC=CC=3)C3C=CC=CC=3)C=CC=2)OC2C(P(C3C=CC=CC=3)C3C=CC=CC=3)=CC=CC1=2.Br[C:60]1[CH:61]=[C:62]([S:66]([NH:69][CH2:70][CH2:71][N:72]([CH3:74])[CH3:73])(=[O:68])=[O:67])[CH:63]=[CH:64][CH:65]=1. The catalyst is O1CCOCC1.C1C=CC(/C=C/C(/C=C/C2C=CC=CC=2)=O)=CC=1.C1C=CC(/C=C/C(/C=C/C2C=CC=CC=2)=O)=CC=1.C1C=CC(/C=C/C(/C=C/C2C=CC=CC=2)=O)=CC=1.[Pd].[Pd]. The product is [CH3:73][N:72]([CH3:74])[CH2:71][CH2:70][NH:69][S:66]([C:62]1[CH:63]=[CH:64][CH:65]=[C:60]([NH:10][C:7]2[N:8]=[CH:9][C:4]([N+:1]([O-:3])=[O:2])=[CH:5][N:6]=2)[CH:61]=1)(=[O:67])=[O:68]. The yield is 0.220. (3) The reactants are Cl.[NH:2]1[CH2:5][CH:4]([NH:6][C:7](=[O:13])[O:8][C:9]([CH3:12])([CH3:11])[CH3:10])[CH2:3]1.CCN(C(C)C)C(C)C.[Cl:23][C:24]1[CH:29]=[N:28][CH:27]=[C:26](Cl)[N:25]=1. The catalyst is CN(C=O)C. The product is [C:9]([O:8][C:7](=[O:13])[NH:6][CH:4]1[CH2:5][N:2]([C:26]2[CH:27]=[N:28][CH:29]=[C:24]([Cl:23])[N:25]=2)[CH2:3]1)([CH3:10])([CH3:12])[CH3:11]. The yield is 0.840. (4) The reactants are [NH:1]1[C:9]2[C:4](=[CH:5][CH:6]=[C:7]([C:10](O)=[O:11])[CH:8]=2)[CH:3]=[CH:2]1.C1COCC1.[H-].[Al+3].[Li+].[H-].[H-].[H-].C(OCC)(=O)C. The catalyst is O.CO. The product is [NH:1]1[C:9]2[C:4](=[CH:5][CH:6]=[C:7]([CH2:10][OH:11])[CH:8]=2)[CH:3]=[CH:2]1. The yield is 0.960. (5) The reactants are C([O:8][C:9]1[CH:20]=[CH:19][C:12]([O:13][CH2:14][C:15]([NH:17][CH3:18])=[O:16])=[CH:11][CH:10]=1)C1C=CC=CC=1. The catalyst is O1CCCC1.[Pd]. The product is [OH:8][C:9]1[CH:10]=[CH:11][C:12]([O:13][CH2:14][C:15]([NH:17][CH3:18])=[O:16])=[CH:19][CH:20]=1. The yield is 0.930.